Dataset: Full USPTO retrosynthesis dataset with 1.9M reactions from patents (1976-2016). Task: Predict the reactants needed to synthesize the given product. (1) Given the product [Cl:7][C:8]1[CH:13]=[CH:12][C:11]([C:14]2[N:15]=[CH:16][S:17][CH:18]=2)=[CH:10][C:9]=1[N+:20]([O-:22])=[O:21], predict the reactants needed to synthesize it. The reactants are: C(=O)(O)[O-].[Na+].Br.[Cl:7][C:8]1[CH:13]=[CH:12][C:11]([C:14]2[N:15]=[C:16](N)[S:17][CH:18]=2)=[CH:10][C:9]=1[N+:20]([O-:22])=[O:21]. (2) Given the product [CH2:7]([C:4]1[C:3]([CH3:9])=[C:2]([NH:1][C:18](=[O:19])[O:20][C:21]2[CH:26]=[CH:25][CH:24]=[CH:23][CH:22]=2)[O:6][N:5]=1)[CH3:8], predict the reactants needed to synthesize it. The reactants are: [NH2:1][C:2]1[O:6][N:5]=[C:4]([CH2:7][CH3:8])[C:3]=1[CH3:9].C(N(CC)CC)C.Cl[C:18]([O:20][C:21]1[CH:26]=[CH:25][CH:24]=[CH:23][CH:22]=1)=[O:19]. (3) The reactants are: [C:1]([C:9]1[CH:26]=[C:25]([O:27][CH3:28])[CH:24]=[CH:23][C:10]=1[C:11]([N:13]([CH:20]1[CH2:22][CH2:21]1)[CH2:14][C:15]1[S:16][CH:17]=[CH:18][N:19]=1)=[O:12])(=[O:8])[C:2]1[CH:7]=[CH:6][CH:5]=[CH:4][CH:3]=1. Given the product [CH:20]1([N:13]2[CH:14]([C:15]3[S:16][CH:17]=[CH:18][N:19]=3)[C:1]([OH:8])([C:2]3[CH:7]=[CH:6][CH:5]=[CH:4][CH:3]=3)[C:9]3[C:10](=[CH:23][CH:24]=[C:25]([O:27][CH3:28])[CH:26]=3)[C:11]2=[O:12])[CH2:21][CH2:22]1, predict the reactants needed to synthesize it. (4) Given the product [N:3]1[C:4]2[N:5]3[CH2:15][CH2:14][O:13][CH2:12][CH:6]3[CH2:7][NH:8][C:9]=2[CH:10]=[N:11][C:2]=1[C:24]1[CH:32]=[CH:31][CH:30]=[C:29]2[C:25]=1[CH:26]=[C:27]([OH:33])[NH:28]2, predict the reactants needed to synthesize it. The reactants are: Cl[C:2]1[N:11]=[CH:10][C:9]2[NH:8][CH2:7][CH:6]3[CH2:12][O:13][CH2:14][CH2:15][N:5]3[C:4]=2[N:3]=1.CC1(C)C(C)(C)OB([C:24]2[CH:32]=[CH:31][CH:30]=[C:29]3[C:25]=2[CH:26]=[C:27]([OH:33])[NH:28]3)O1. (5) The reactants are: [NH:1]1[CH2:8][CH2:7][CH2:6][C@@H:2]1[C:3]([NH2:5])=O.[Cl:9][CH2:10][C:11](Cl)=[O:12]. Given the product [Cl:9][CH2:10][C:11]([N:1]1[CH2:8][CH2:7][CH2:6][C@@H:2]1[C:3]#[N:5])=[O:12], predict the reactants needed to synthesize it. (6) Given the product [NH2:1][C:2]1[CH:7]=[C:6]([CH:5]=[C:4]([O:10][CH3:11])[CH:3]=1)[O:8][CH2:9][CH2:19][CH2:20][OH:21], predict the reactants needed to synthesize it. The reactants are: [NH2:1][C:2]1[CH:3]=[C:4]([OH:10])[CH:5]=[C:6]([O:8][CH3:9])[CH:7]=1.[C:11](=O)([O-])[O-].[Cs+].[Cs+].BrC[CH2:19][CH2:20][OH:21].C(=O)(O)[O-].[Na+]. (7) Given the product [Br:21][C:22]1[CH:23]=[CH:24][C:25]([C:28]([NH:30][NH:31][C:6](=[O:8])[CH2:5][NH:4][C:1](=[O:3])[CH3:2])=[O:29])=[N:26][CH:27]=1, predict the reactants needed to synthesize it. The reactants are: [C:1]([NH:4][CH2:5][C:6]([OH:8])=O)(=[O:3])[CH3:2].N1(C(N2C=CN=C2)=O)C=CN=C1.[Br:21][C:22]1[CH:23]=[CH:24][C:25]([C:28]([NH:30][NH2:31])=[O:29])=[N:26][CH:27]=1. (8) Given the product [C:43]([O:47][C:48]([N:50]1[CH2:51][CH2:52][C:53]2([O:57][C:56](=[O:58])[NH:55][CH:54]2[CH2:71][C:72]2[CH:73]=[CH:74][C:75]([F:78])=[CH:76][CH:77]=2)[CH2:79][CH2:80]1)=[O:49])([CH3:46])([CH3:44])[CH3:45], predict the reactants needed to synthesize it. The reactants are: Cl.Cl.FC1C=CC(CC2C3(CCN(CCCN4CCOCC4)CC3)OC(=O)N2CC2C=CC(OCC(C)C)=CC=2)=CC=1.[C:43]([O:47][C:48]([N:50]1[CH2:80][CH2:79][C:53]2([O:57][C:56](=[O:58])[N:55](CC3C=CC(OCC(C)C)=CC=3)[CH:54]2[CH2:71][C:72]2[CH:77]=[CH:76][C:75]([F:78])=[CH:74][CH:73]=2)[CH2:52][CH2:51]1)=[O:49])([CH3:46])([CH3:45])[CH3:44].N1CCOCC1.ClCCCI.C(=O)([O-])[O-].[K+].[K+].[I-].[Na+].